Dataset: Forward reaction prediction with 1.9M reactions from USPTO patents (1976-2016). Task: Predict the product of the given reaction. (1) Given the reactants C[O:2][C:3](=[O:17])[C:4]1[CH:9]=[C:8]([Cl:10])[CH:7]=[C:6]([CH3:11])[C:5]=1[O:12][CH:13]1[CH2:16][CH2:15][CH2:14]1.O1CCOCC1.CO.[Li+].[OH-], predict the reaction product. The product is: [Cl:10][C:8]1[CH:7]=[C:6]([CH3:11])[C:5]([O:12][CH:13]2[CH2:14][CH2:15][CH2:16]2)=[C:4]([CH:9]=1)[C:3]([OH:17])=[O:2]. (2) The product is: [CH2:24]([N:23]1[C:19]([C:17]2[CH:16]=[CH:15][N:14]=[C:13]([NH:6][C:7]3[CH:12]=[CH:11][C:10]([S:2](=[O:5])(=[O:3])[NH:29][CH:26]4[CH2:28][CH2:27]4)=[CH:9][CH:8]=3)[N:18]=2)=[CH:20][N:21]=[CH:22]1)[CH3:25]. Given the reactants Cl[S:2]([OH:5])(=O)=[O:3].[NH:6]([C:13]1[N:18]=[C:17]([C:19]2[N:23]([CH2:24][CH3:25])[CH:22]=[N:21][CH:20]=2)[CH:16]=[CH:15][N:14]=1)[C:7]1[CH:12]=[CH:11][CH:10]=[CH:9][CH:8]=1.[CH:26]1([NH2:29])[CH2:28][CH2:27]1.Cl.CCOCC, predict the reaction product. (3) Given the reactants [CH2:1]([O:4][C:5]1[CH:6]=[C:7]([CH:10]=[CH:11][CH:12]=1)[CH2:8][OH:9])[C:2]#[CH:3].[C:13](OC(=O)C)(=[O:15])[CH3:14], predict the reaction product. The product is: [C:13]([O:9][CH2:8][C:7]1[CH:10]=[CH:11][CH:12]=[C:5]([O:4][CH2:1][C:2]#[CH:3])[CH:6]=1)(=[O:15])[CH3:14]. (4) Given the reactants Cl[C:2]1[CH:7]=[N:6][CH:5]=[C:4]([O:8][CH2:9][CH2:10][O:11][C:12]2[CH:21]=[CH:20][C:19]3[C:14](=[CH:15][C:16]([O:22][CH3:23])=[CH:17][CH:18]=3)[CH:13]=2)[N:3]=1.[CH3:24][O:25][C:26]1[CH:35]=[C:34]2[C:29]([CH:30]=[CH:31][C:32]([O:36][CH2:37][CH2:38][OH:39])=[CH:33]2)=[CH:28][CH:27]=1.[NH:40]1[CH2:45][CH2:44][NH:43][CH2:42][CH2:41]1.C([O-])([O-])=O.[K+].[K+].COC1C=C2C(C=CC(O)=C2)=CC=1.C1(=O)OCCO1, predict the reaction product. The product is: [CH3:23][O:22][C:16]1[CH:15]=[C:14]2[C:19]([CH:20]=[CH:21][C:12]([O:11][CH2:10][CH2:9][O:8][C:4]3[CH:5]=[N:6][CH:7]=[C:2]([N:40]4[CH2:45][CH2:44][NH:43][CH2:42][CH2:41]4)[N:3]=3)=[CH:13]2)=[CH:18][CH:17]=1.[CH3:24][O:25][C:26]1[CH:35]=[C:34]2[C:29]([CH:30]=[CH:31][C:32]([O:36][CH2:37][CH2:38][OH:39])=[CH:33]2)=[CH:28][CH:27]=1. (5) Given the reactants [C:1]([CH2:4][CH2:5][CH2:6][NH:7][C:8]([C:10]1[C:14]([CH3:15])=[C:13]([C:16]2[CH:21]=[CH:20][C:19]([Cl:22])=[CH:18][CH:17]=2)[N:12]([C:23]2[CH:28]=[CH:27][C:26]([Cl:29])=[CH:25][C:24]=2[Cl:30])[N:11]=1)=[O:9])(=O)[NH2:2].FC(F)(F)C(OC(=O)C(F)(F)F)=O.N1C=CC=CC=1, predict the reaction product. The product is: [C:1]([CH2:4][CH2:5][CH2:6][NH:7][C:8]([C:10]1[C:14]([CH3:15])=[C:13]([C:16]2[CH:17]=[CH:18][C:19]([Cl:22])=[CH:20][CH:21]=2)[N:12]([C:23]2[CH:28]=[CH:27][C:26]([Cl:29])=[CH:25][C:24]=2[Cl:30])[N:11]=1)=[O:9])#[N:2].